This data is from Forward reaction prediction with 1.9M reactions from USPTO patents (1976-2016). The task is: Predict the product of the given reaction. (1) Given the reactants [Br:1][C:2]1[C:14](=[O:15])[N:13]([CH2:16][CH3:17])[C:5]2[N:6]=[C:7](S(C)=O)[N:8]=[CH:9][C:4]=2[CH:3]=1.[CH3:18][N:19]1[CH2:24][CH2:23][CH:22]([CH2:25][CH2:26][NH2:27])[CH2:21][CH2:20]1.CCN(C(C)C)C(C)C, predict the reaction product. The product is: [Br:1][C:2]1[C:14](=[O:15])[N:13]([CH2:16][CH3:17])[C:5]2[N:6]=[C:7]([NH:27][CH2:26][CH2:25][CH:22]3[CH2:23][CH2:24][N:19]([CH3:18])[CH2:20][CH2:21]3)[N:8]=[CH:9][C:4]=2[CH:3]=1. (2) The product is: [Cl:14][C:15]1[CH:24]=[CH:23][C:18]([C:19]2[N:21]=[C:7]([C:3]3[O:4][CH:5]=[CH:6][C:2]=3[CH3:1])[O:9][N:20]=2)=[CH:17][CH:16]=1. Given the reactants [CH3:1][C:2]1[CH:6]=[CH:5][O:4][C:3]=1[C:7]([OH:9])=O.S(Cl)(Cl)=O.[Cl:14][C:15]1[CH:24]=[CH:23][C:18]([C:19](=[N:21]O)[NH2:20])=[CH:17][CH:16]=1.O, predict the reaction product. (3) The product is: [CH3:26][O:27][C:28]1[C:29](=[O:52])[C:30]([CH3:51])=[C:31]([CH2:37][C:38]2[CH:39]=[CH:40][C:41]([O:47][CH:48]([CH3:49])[CH3:50])=[C:42]([CH:46]=2)[C:43]([NH:7][C:6]2[CH:8]=[CH:9][C:3]([O:2][CH3:1])=[CH:4][CH:5]=2)=[O:44])[C:32](=[O:36])[C:33]=1[O:34][CH3:35]. Given the reactants [CH3:1][O:2][C:3]1[CH:9]=[CH:8][C:6]([NH2:7])=[CH:5][CH:4]=1.C(N(CC)CC)C.[Cl-].ClC1N(C)CC[NH+]1C.[CH3:26][O:27][C:28]1[C:29](=[O:52])[C:30]([CH3:51])=[C:31]([CH2:37][C:38]2[CH:39]=[CH:40][C:41]([O:47][CH:48]([CH3:50])[CH3:49])=[C:42]([CH:46]=2)[C:43](O)=[O:44])[C:32](=[O:36])[C:33]=1[O:34][CH3:35], predict the reaction product.